The task is: Predict which catalyst facilitates the given reaction.. This data is from Catalyst prediction with 721,799 reactions and 888 catalyst types from USPTO. (1) Reactant: [F:1][C:2]1[CH:27]=[CH:26][CH:25]=[C:24]([F:28])[C:3]=1[C:4]([NH:6][C:7](=[O:23])[N:8]([C:10]1[CH:15]=[CH:14][C:13]([S:16]([C:18]([F:21])([F:20])[F:19])=[O:17])=[CH:12][C:11]=1[F:22])[CH3:9])=[O:5].ClC1C=CC=C(C(OO)=[O:37])C=1. Product: [F:1][C:2]1[CH:27]=[CH:26][CH:25]=[C:24]([F:28])[C:3]=1[C:4]([NH:6][C:7](=[O:23])[N:8]([C:10]1[CH:15]=[CH:14][C:13]([S:16]([C:18]([F:21])([F:20])[F:19])(=[O:37])=[O:17])=[CH:12][C:11]=1[F:22])[CH3:9])=[O:5]. The catalyst class is: 22. (2) Reactant: I[C:2]1[CH:3]=[CH:4][C:5]2[N:6]([CH:8]=[C:9]([NH:11][C:12]([CH:14]3[CH2:16][CH2:15]3)=[O:13])[N:10]=2)[N:7]=1.[CH3:17][C:18]1[NH:19][C:20]2[C:25]([CH:26]=1)=[CH:24][C:23]([OH:27])=[CH:22][CH:21]=2.C(=O)([O-])[O-].[K+].[K+]. Product: [CH3:17][C:18]1[NH:19][C:20]2[C:25]([CH:26]=1)=[CH:24][C:23]([O:27][C:2]1[CH:3]=[CH:4][C:5]3[N:6]([CH:8]=[C:9]([NH:11][C:12]([CH:14]4[CH2:16][CH2:15]4)=[O:13])[N:10]=3)[N:7]=1)=[CH:22][CH:21]=2. The catalyst class is: 9. (3) Reactant: [OH-:1].[Na+].[NH2:3][C:4]1[N:5]=[CH:6][C:7]2[S:12][C:11](=S)[NH:10][C:8]=2[N:9]=1.OO.Cl. Product: [NH2:3][C:4]1[N:5]=[CH:6][C:7]2[S:12][C:11](=[O:1])[NH:10][C:8]=2[N:9]=1. The catalyst class is: 6. (4) Reactant: Br[CH2:2][CH:3]1[CH2:5][CH2:4]1.[CH:6]1([C:9]2[CH:10]=[C:11]([CH:14]=[C:15]([OH:18])[C:16]=2[I:17])[CH:12]=[O:13])[CH2:8][CH2:7]1.C(=O)([O-])[O-].[K+].[K+].CN(C=O)C. Product: [CH:6]1([C:9]2[CH:10]=[C:11]([CH:14]=[C:15]([O:18][CH2:2][CH:3]3[CH2:5][CH2:4]3)[C:16]=2[I:17])[CH:12]=[O:13])[CH2:7][CH2:8]1. The catalyst class is: 84.